This data is from Forward reaction prediction with 1.9M reactions from USPTO patents (1976-2016). The task is: Predict the product of the given reaction. (1) Given the reactants [O:1]1[C:5]2=[CH:6][N:7]=[CH:8][CH:9]=[C:4]2[CH:3]=[C:2]1[C:10]([NH:12][CH2:13][C:14]1[CH:19]=[CH:18][C:17]([S:20](Cl)(=[O:22])=[O:21])=[CH:16][CH:15]=1)=[O:11].Cl.[N:25]1([CH:30]2[CH2:35][CH2:34][NH:33][CH2:32][CH2:31]2)[CH2:29][CH2:28][CH2:27][CH2:26]1.C(N(CC)CC)C, predict the reaction product. The product is: [N:25]1([CH:30]2[CH2:35][CH2:34][N:33]([S:20]([C:17]3[CH:18]=[CH:19][C:14]([CH2:13][NH:12][C:10]([C:2]4[O:1][C:5]5=[CH:6][N:7]=[CH:8][CH:9]=[C:4]5[CH:3]=4)=[O:11])=[CH:15][CH:16]=3)(=[O:22])=[O:21])[CH2:32][CH2:31]2)[CH2:29][CH2:28][CH2:27][CH2:26]1. (2) The product is: [Cl:37][C:16]1[CH:15]=[C:14]([CH:12]([NH:11][C:2]2[N:10]=[CH:9][N:8]=[C:7]3[C:3]=2[N:4]=[CH:5][NH:6]3)[CH3:13])[C:19]([C:20]2[CH:25]=[CH:24][CH:23]=[C:22]([F:26])[CH:21]=2)=[C:18]([N:27]([C:32]([O:34][CH3:35])=[O:33])[C:28]([O:30][CH3:31])=[O:29])[C:17]=1[CH3:36]. Given the reactants Br[C:2]1[N:10]=[CH:9][N:8]=[C:7]2[C:3]=1[N:4]=[CH:5][NH:6]2.[NH2:11][CH:12]([C:14]1[C:19]([C:20]2[CH:25]=[CH:24][CH:23]=[C:22]([F:26])[CH:21]=2)=[C:18]([N:27]([C:32]([O:34][CH3:35])=[O:33])[C:28]([O:30][CH3:31])=[O:29])[C:17]([CH3:36])=[C:16]([Cl:37])[CH:15]=1)[CH3:13].C(N(CC)C(C)C)(C)C, predict the reaction product. (3) Given the reactants Br[C:2]1[N:6]2[C:7](=[O:22])[CH:8]=[C:9]([CH2:11][N:12]3[C:16]([Cl:17])=[CH:15][C:14]([C:18]([F:21])([F:20])[F:19])=[N:13]3)[N:10]=[C:5]2[S:4][C:3]=1[C:23]([F:26])([F:25])[F:24].C(=O)([O-])[O-].[Na+].[Na+].[K].FB(F)(F)[CH:36]1[CH2:38][CH:37]1[C:39]#[N:40], predict the reaction product. The product is: [Cl:17][C:16]1[N:12]([CH2:11][C:9]2[N:10]=[C:5]3[S:4][C:3]([C:23]([F:26])([F:25])[F:24])=[C:2]([CH:36]4[CH2:38][CH:37]4[C:39]#[N:40])[N:6]3[C:7](=[O:22])[CH:8]=2)[N:13]=[C:14]([C:18]([F:21])([F:20])[F:19])[CH:15]=1. (4) Given the reactants [NH:1]1[C:9]2[CH:8]=[CH:7][CH:6]=[C:5]([C:10]([O:12][CH3:13])=[O:11])[C:4]=2[CH:3]=[CH:2]1.[H-].[Na+].Br[CH2:17][CH2:18][O:19][CH2:20][C:21]1[CH:26]=[CH:25][CH:24]=[CH:23][CH:22]=1.[Cl-].[NH4+], predict the reaction product. The product is: [CH2:20]([O:19][CH2:18][CH2:17][N:1]1[C:9]2[CH:8]=[CH:7][CH:6]=[C:5]([C:10]([O:12][CH3:13])=[O:11])[C:4]=2[CH:3]=[CH:2]1)[C:21]1[CH:26]=[CH:25][CH:24]=[CH:23][CH:22]=1.